From a dataset of CYP1A2 inhibition data for predicting drug metabolism from PubChem BioAssay. Regression/Classification. Given a drug SMILES string, predict its absorption, distribution, metabolism, or excretion properties. Task type varies by dataset: regression for continuous measurements (e.g., permeability, clearance, half-life) or binary classification for categorical outcomes (e.g., BBB penetration, CYP inhibition). Dataset: cyp1a2_veith. (1) The drug is O=C(O)Cc1ccc(-c2ccccc2)cc1. The result is 0 (non-inhibitor). (2) The drug is Cc1cccc(NC(=O)CSc2nc(-c3ccccc3)c(C#N)c(=O)[nH]2)c1C. The result is 0 (non-inhibitor). (3) The drug is N/C(=N\c1nc2c(c(=O)[nH]1)CCC2)Nc1ccccc1C(F)(F)F. The result is 0 (non-inhibitor). (4) The molecule is Cc1ccc(S(=O)(=O)ON=C2CCN(S(=O)(=O)c3ccccc3)CC2)cc1. The result is 0 (non-inhibitor). (5) The molecule is C=C1[C@H](O)[C@]23CC[C@@H]4[C@H](C(=O)O)C[C@H](O[C@@H]5O[C@H](CO)[C@H](OS(=O)(=O)[O-])[C@@H](OS(=O)(=O)[O-])[C@@H]5OC(=O)CC(C)C)C[C@]4(C)[C@@H]2CC[C@@H]1C3.[K+].[K+]. The result is 0 (non-inhibitor). (6) The drug is COCC(=O)N1CCC[C@@]2(CCN(c3ccccc3)C2)C1. The result is 0 (non-inhibitor). (7) The compound is C[C@@H]1O[C@H]2C3=C(C(=O)[C@H]4O[C@@H]4[C@H]3O)[C@@H]1[C@@H]1[C@@H](C)OC=C3[C@H](O)[C@H]4O[C@@H]4/C(=N\OCc4ccccc4)[C@]312. The result is 0 (non-inhibitor). (8) The molecule is COC(=O)C/C=C\[C@@H](C)[C@H]1C=C[C@H](O)[C@@H](CO)O1. The result is 0 (non-inhibitor).